Predict the reactants needed to synthesize the given product. From a dataset of Full USPTO retrosynthesis dataset with 1.9M reactions from patents (1976-2016). (1) Given the product [CH2:1]([O:8][C:9]([N:11]1[CH2:14][CH2:13][C@H:12]1[C:15](=[O:17])[NH:50][C:51]1[S:52][CH:53]=[C:54]([C:56]2[CH:57]=[CH:58][C:59]([C:60](=[O:61])[NH:62][CH:63]3[CH2:65][CH2:64]3)=[CH:66][CH:67]=2)[N:55]=1)=[O:10])[C:2]1[CH:3]=[CH:4][CH:5]=[CH:6][CH:7]=1, predict the reactants needed to synthesize it. The reactants are: [CH2:1]([O:8][C:9]([N:11]1[CH2:14][CH2:13][C@H:12]1[C:15]([OH:17])=O)=[O:10])[C:2]1[CH:7]=[CH:6][CH:5]=[CH:4][CH:3]=1.C(N(CC)CC)C.FC(F)(F)C(OC1C(F)=C(F)C(F)=C(F)C=1F)=O.FC(F)(F)C(O)=O.[NH2:50][C:51]1[S:52][CH:53]=[C:54]([C:56]2[CH:67]=[CH:66][C:59]([C:60]([NH:62][CH:63]3[CH2:65][CH2:64]3)=[O:61])=[CH:58][CH:57]=2)[N:55]=1. (2) Given the product [OH:4][C@@H:5]1[C@H:9]([OH:10])[C@@H:8]([CH2:14][OH:15])[O:7][C@H:6]1[N:19]1[CH:27]=[N:26][C:25]2[C:20]1=[N:21][C:22]([C:43]([O:45][CH3:46])=[O:44])=[N:23][C:24]=2[NH:28][CH2:29][CH:30]([C:31]1[CH:36]=[CH:35][CH:34]=[CH:33][CH:32]=1)[C:37]1[CH:42]=[CH:41][CH:40]=[CH:39][CH:38]=1, predict the reactants needed to synthesize it. The reactants are: C([O:4][C@@H:5]1[C@H:9]([O:10]C(=O)C)[C@@H:8]([CH2:14][O:15]C(=O)C)[O:7][C@H:6]1[N:19]1[CH:27]=[N:26][C:25]2[C:20]1=[N:21][C:22]([C:43]([O:45][CH3:46])=[O:44])=[N:23][C:24]=2[NH:28][CH2:29][CH:30]([C:37]1[CH:42]=[CH:41][CH:40]=[CH:39][CH:38]=1)[C:31]1[CH:36]=[CH:35][CH:34]=[CH:33][CH:32]=1)(=O)C.C(=O)([O-])[O-].[Na+].[Na+].